This data is from Reaction yield outcomes from USPTO patents with 853,638 reactions. The task is: Predict the reaction yield, written as a fraction of the theoretical maximum amount of product (1.0 means a 100% yield; for example, 0.34 means a 34% yield). (1) The reactants are [NH2:1][C:2]1[NH:6][N:5]=[C:4]([NH:7][C:8]2[CH:15]=[C:14]([Cl:16])[C:11]([C:12]#[N:13])=[C:10]([Cl:17])[CH:9]=2)[N:3]=1.[F:18][C:19]([F:29])([F:28])[C:20]1[CH:27]=[CH:26][C:23]([CH:24]=O)=[CH:22][CH:21]=1.C(O)(=O)C.Cl. The catalyst is CO. The product is [Cl:17][C:10]1[CH:9]=[C:8]([NH:7][C:4]2[N:3]=[C:2]([NH:1][CH2:24][C:23]3[CH:22]=[CH:21][C:20]([C:19]([F:18])([F:28])[F:29])=[CH:27][CH:26]=3)[NH:6][N:5]=2)[CH:15]=[C:14]([Cl:16])[C:11]=1[C:12]#[N:13]. The yield is 0.570. (2) The reactants are [H-].[Na+].COC(=O)[CH2:6][CH2:7][C:8]1[CH:16]=[CH:15][C:14]2[C:10](=[CH:11][N:12]([CH3:17])[N:13]=2)[C:9]=1[C:18]([O:20]C)=O.Cl.[OH-].[Na+]. The catalyst is O1CCCC1.CO. The product is [CH3:17][N:12]1[CH:11]=[C:10]2[C:14]([CH:15]=[CH:16][C:8]3[CH2:7][CH2:6][C:18](=[O:20])[C:9]=32)=[N:13]1. The yield is 0.850. (3) The reactants are [Br:1][C:2]1[CH:3]=[N:4][CH:5]=[C:6]([CH:13]=1)[C:7](N(OC)C)=[O:8].[CH3:14][Mg+].[Br-]. The catalyst is C1COCC1. The product is [Br:1][C:2]1[CH:13]=[C:6]([C:7](=[O:8])[CH3:14])[CH:5]=[N:4][CH:3]=1. The yield is 0.880. (4) The yield is 1.00. The reactants are [Cl:1][C:2]1[CH:3]=[CH:4][C:5]([NH:8][C:9]([C:11]2[C:16]([NH:17]C(=O)C(F)(F)F)=[CH:15][CH:14]=[CH:13][N:12]=2)=[O:10])=[N:6][CH:7]=1.N. The catalyst is CO. The product is [Cl:1][C:2]1[CH:3]=[CH:4][C:5]([NH:8][C:9]([C:11]2[C:16]([NH2:17])=[CH:15][CH:14]=[CH:13][N:12]=2)=[O:10])=[N:6][CH:7]=1. (5) The reactants are [Cl:1][C:2]1[CH:6]=[C:5]([C:7](O)=[O:8])[N:4]([CH3:10])[N:3]=1.O1CCCC1.C(Cl)(=O)C(Cl)=O.[NH2:22][C:23]1[CH:24]=[C:25]([CH:42]=[CH:43][C:44]=1[F:45])[O:26][C:27]1[CH:28]=[CH:29][C:30]2[N:31]([CH:33]=[C:34]([NH:36][C:37]([CH:39]3[CH2:41][CH2:40]3)=[O:38])[N:35]=2)[N:32]=1. The catalyst is CN(C)C=O.CN(C)C(=O)C. The product is [Cl:1][C:2]1[CH:6]=[C:5]([C:7]([NH:22][C:23]2[CH:24]=[C:25]([O:26][C:27]3[CH:28]=[CH:29][C:30]4[N:31]([CH:33]=[C:34]([NH:36][C:37]([CH:39]5[CH2:41][CH2:40]5)=[O:38])[N:35]=4)[N:32]=3)[CH:42]=[CH:43][C:44]=2[F:45])=[O:8])[N:4]([CH3:10])[N:3]=1. The yield is 0.710. (6) The reactants are [Cl:1][C:2]1[CH:19]=[CH:18][C:5]([CH2:6][N:7]2[C:17]3[C:12](=[CH:13][CH:14]=[CH:15][CH:16]=3)[C:10](=O)[C:8]2=[O:9])=[CH:4][CH:3]=1.[C:20]([NH:28][NH2:29])(=[O:27])[C:21]1[CH:26]=[CH:25][CH:24]=[CH:23][CH:22]=1. No catalyst specified. The product is [Cl:1][C:2]1[CH:19]=[CH:18][C:5]([CH2:6][N:7]2[C:17]3[C:12](=[CH:13][CH:14]=[CH:15][CH:16]=3)/[C:10](=[N:29]/[NH:28][C:20](=[O:27])[C:21]3[CH:26]=[CH:25][CH:24]=[CH:23][CH:22]=3)/[C:8]2=[O:9])=[CH:4][CH:3]=1. The yield is 0.860. (7) The reactants are [CH3:1][O:2][C:3]1[CH:22]=[CH:21][C:6]([CH:7]=[N:8][C:9]2[CH:14]=[C:13]([O:15][CH3:16])[C:12]([O:17][CH3:18])=[C:11]([O:19][CH3:20])[CH:10]=2)=[CH:5][CH:4]=1.C([O:25][C:26](=O)[CH:27](Br)[CH3:28])C. No catalyst specified. The yield is 0.830. The product is [CH3:1][O:2][C:3]1[CH:22]=[CH:21][C:6]([CH:7]2[N:8]([C:9]3[CH:10]=[C:11]([O:19][CH3:20])[C:12]([O:17][CH3:18])=[C:13]([O:15][CH3:16])[CH:14]=3)[C:26](=[O:25])[CH:27]2[CH3:28])=[CH:5][CH:4]=1. (8) The reactants are [C:1]([OH:11])(=O)[C@@H:2]([C:4]1[CH:9]=[CH:8][CH:7]=[CH:6][CH:5]=1)[OH:3].[CH:12]1[CH:13]=[CH:14][C:15]2N(O)N=[N:18][C:16]=2[CH:17]=1.CCN=C=NCCCN(C)C.C1(N)CCCCC1. The catalyst is CN(C=O)C.O. The product is [CH:16]1([NH:18][C:1](=[O:11])[C@H:2]([OH:3])[C:4]2[CH:5]=[CH:6][CH:7]=[CH:8][CH:9]=2)[CH2:17][CH2:12][CH2:13][CH2:14][CH2:15]1. The yield is 0.731. (9) The reactants are [CH2:1]([O:3][CH2:4][C:5]1[N:6]([CH2:18][C:19]2([OH:32])[CH2:24][CH2:23][N:22]([C:25]([O:27][C:28]([CH3:31])([CH3:30])[CH3:29])=[O:26])[CH2:21][CH2:20]2)[C:7]2[C:16]3[CH:15]=[CH:14][CH:13]=[CH:12][C:11]=3[N:10]=[CH:9][C:8]=2[N:17]=1)[CH3:2].[H-].[Na+].[CH:35]([S:37]([CH3:40])(=[O:39])=[O:38])=[CH2:36]. The catalyst is O1CCCC1. The product is [CH2:1]([O:3][CH2:4][C:5]1[N:6]([CH2:18][C:19]2([O:32][CH2:36][CH2:35][S:37]([CH3:40])(=[O:39])=[O:38])[CH2:24][CH2:23][N:22]([C:25]([O:27][C:28]([CH3:31])([CH3:30])[CH3:29])=[O:26])[CH2:21][CH2:20]2)[C:7]2[C:16]3[CH:15]=[CH:14][CH:13]=[CH:12][C:11]=3[N:10]=[CH:9][C:8]=2[N:17]=1)[CH3:2]. The yield is 0.190.